From a dataset of Forward reaction prediction with 1.9M reactions from USPTO patents (1976-2016). Predict the product of the given reaction. (1) The product is: [Cl:1][C:2]1[CH:3]=[C:4]([N:27]2[C:32](=[O:33])[NH:31][C:30](=[O:34])[CH:29]=[N:28]2)[CH:5]=[C:6]([CH3:26])[C:7]=1[O:8][C:9]1[CH:14]=[CH:13][C:12]([OH:15])=[C:11]([C:17](=[O:25])[C:18]2[CH:19]=[CH:20][C:21]([F:24])=[CH:22][CH:23]=2)[CH:10]=1. Given the reactants [Cl:1][C:2]1[CH:3]=[C:4]([N:27]2[C:32](=[O:33])[NH:31][C:30](=[O:34])[CH:29]=[N:28]2)[CH:5]=[C:6]([CH3:26])[C:7]=1[O:8][C:9]1[CH:14]=[CH:13][C:12]([O:15]C)=[C:11]([C:17](=[O:25])[C:18]2[CH:23]=[CH:22][C:21]([F:24])=[CH:20][CH:19]=2)[CH:10]=1.B(Cl)(Cl)Cl, predict the reaction product. (2) Given the reactants Cl.[F:2][C:3]1[CH:4]=[C:5]2[C:10](=[C:11]([N:13]3[CH2:18][CH2:17][N:16]([CH3:19])[CH2:15][CH2:14]3)[CH:12]=1)[O:9][C:8]([C:20](O)=[O:21])=[CH:7][C:6]2=[O:23].[N:24]1([C:30]2[CH:35]=[CH:34][C:33]([NH2:36])=[CH:32][CH:31]=2)[CH2:29][CH2:28][O:27][CH2:26][CH2:25]1, predict the reaction product. The product is: [N:24]1([C:30]2[CH:31]=[CH:32][C:33]([NH:36][C:20]([C:8]3[O:9][C:10]4[C:5]([C:6](=[O:23])[CH:7]=3)=[CH:4][C:3]([F:2])=[CH:12][C:11]=4[N:13]3[CH2:14][CH2:15][N:16]([CH3:19])[CH2:17][CH2:18]3)=[O:21])=[CH:34][CH:35]=2)[CH2:25][CH2:26][O:27][CH2:28][CH2:29]1. (3) The product is: [C:14]([O:18][C:19](=[O:44])[NH:20][C@H:21]([C:25]([C:38]1[CH:43]=[CH:42][CH:41]=[CH:40][CH:39]=1)([C:32]1[CH:33]=[CH:34][CH:35]=[CH:36][CH:37]=1)[O:26][SiH2:27][C:28]([CH3:30])([CH3:31])[CH3:29])[CH2:22][CH2:23][N:12]1[CH2:13][CH:10]([S:8]([C:5]2[CH:4]=[CH:3][C:2]([Cl:1])=[CH:7][CH:6]=2)=[O:9])[CH2:11]1)([CH3:15])([CH3:16])[CH3:17]. Given the reactants [Cl:1][C:2]1[CH:7]=[CH:6][C:5]([S:8]([CH:10]2[CH2:13][NH:12][CH2:11]2)=[O:9])=[CH:4][CH:3]=1.[C:14]([O:18][C:19](=[O:44])[NH:20][C@H:21]([C:25]([C:38]1[CH:43]=[CH:42][CH:41]=[CH:40][CH:39]=1)([C:32]1[CH:37]=[CH:36][CH:35]=[CH:34][CH:33]=1)[O:26][SiH2:27][C:28]([CH3:31])([CH3:30])[CH3:29])[CH2:22][CH2:23]I)([CH3:17])([CH3:16])[CH3:15].C(N(CC)CC)C, predict the reaction product. (4) Given the reactants CI.[C:3]([O:7][C:8]([N:10]1[CH2:16][CH2:15][CH2:14][N:13]([C:17]2[CH:22]=[CH:21][C:20]([NH:23][S:24]([C:27]3[CH:32]=[CH:31][CH:30]=[CH:29][CH:28]=3)(=[O:26])=[O:25])=[C:19]([NH:33][S:34]([CH3:37])(=[O:36])=[O:35])[CH:18]=2)[CH2:12][CH2:11]1)=[O:9])([CH3:6])([CH3:5])[CH3:4].[C:38]([O-])([O-])=O.[K+].[K+], predict the reaction product. The product is: [C:3]([O:7][C:8]([N:10]1[CH2:16][CH2:15][CH2:14][N:13]([C:17]2[CH:22]=[CH:21][C:20]([N:23]([CH3:38])[S:24]([C:27]3[CH:28]=[CH:29][CH:30]=[CH:31][CH:32]=3)(=[O:25])=[O:26])=[C:19]([NH:33][S:34]([CH3:37])(=[O:35])=[O:36])[CH:18]=2)[CH2:12][CH2:11]1)=[O:9])([CH3:6])([CH3:5])[CH3:4]. (5) Given the reactants CN(C)[CH:3]=[C:4]([N:11]1[CH:15]=[N:14][CH:13]=[N:12]1)[C:5](=O)[C:6]([F:9])([F:8])[F:7].Cl.[CH2:18]([O:20][CH:21]([O:25][CH2:26][CH3:27])[C:22](=[NH:24])[NH2:23])[CH3:19].[O-]CC.[Na+], predict the reaction product. The product is: [CH2:18]([O:20][CH:21]([O:25][CH2:26][CH3:27])[C:22]1[N:23]=[C:5]([C:6]([F:7])([F:9])[F:8])[C:4]([N:11]2[CH:15]=[N:14][CH:13]=[N:12]2)=[CH:3][N:24]=1)[CH3:19].